This data is from Catalyst prediction with 721,799 reactions and 888 catalyst types from USPTO. The task is: Predict which catalyst facilitates the given reaction. Reactant: [C:1]([O:5][C:6]([N:8]1[CH2:13][CH2:12][CH:11]([O:14][C:15]2[CH:20]=[CH:19][C:18]([N+:21]([O-:23])=[O:22])=[CH:17][C:16]=2[C:24]([OH:26])=O)[CH2:10][CH2:9]1)=[O:7])([CH3:4])([CH3:3])[CH3:2].ClC(OCC(C)C)=O.[CH2:35]([N:37](CC)CC)C.CN. Product: [C:1]([O:5][C:6]([N:8]1[CH2:13][CH2:12][CH:11]([O:14][C:15]2[CH:20]=[CH:19][C:18]([N+:21]([O-:23])=[O:22])=[CH:17][C:16]=2[C:24](=[O:26])[NH:37][CH3:35])[CH2:10][CH2:9]1)=[O:7])([CH3:3])([CH3:2])[CH3:4]. The catalyst class is: 4.